Task: Predict the product of the given reaction.. Dataset: Forward reaction prediction with 1.9M reactions from USPTO patents (1976-2016) (1) Given the reactants [CH2:1]([N:3]1[C:7]([CH2:8][CH3:9])=[CH:6][C:5]([C:10]([NH2:12])=O)=[N:4]1)[CH3:2].P(Cl)(Cl)(Cl)=O, predict the reaction product. The product is: [CH2:1]([N:3]1[C:7]([CH2:8][CH3:9])=[CH:6][C:5]([C:10]#[N:12])=[N:4]1)[CH3:2]. (2) Given the reactants [NH2:1][C:2]1[C:3]2[C:13](=[O:14])[N:12]([C:15]3[CH:20]=[CH:19][C:18]([C:21]([CH3:25])([CH3:24])[CH2:22][OH:23])=[CH:17][CH:16]=3)[CH2:11][CH2:10][C:4]=2[N:5]=[C:6]([O:8][CH3:9])[N:7]=1.CC(OI1(OC(C)=O)(OC(C)=O)OC(=O)C2C=CC=CC1=2)=O, predict the reaction product. The product is: [NH2:1][C:2]1[C:3]2[C:13](=[O:14])[N:12]([C:15]3[CH:20]=[CH:19][C:18]([C:21]([CH3:25])([CH3:24])[CH:22]=[O:23])=[CH:17][CH:16]=3)[CH2:11][CH2:10][C:4]=2[N:5]=[C:6]([O:8][CH3:9])[N:7]=1.